From a dataset of Full USPTO retrosynthesis dataset with 1.9M reactions from patents (1976-2016). Predict the reactants needed to synthesize the given product. (1) Given the product [CH:1]1([C:4]([N:6]2[CH2:10][CH2:9][C@@H:8]([CH2:11][N:12]3[C:13]4=[N:14][CH:15]=[CH:16][CH:17]=[C:18]4[N:19]=[C:33]3[C:32]3[CH:35]=[CH:36][C:29]([C:26]4[CH:27]=[C:28]5[C:23]([CH:22]=[CH:21][NH:20]5)=[CH:24][CH:25]=4)=[CH:30][CH:31]=3)[CH2:7]2)=[O:5])[CH2:3][CH2:2]1, predict the reactants needed to synthesize it. The reactants are: [CH:1]1([C:4]([N:6]2[CH2:10][CH2:9][C@@H:8]([CH2:11][NH:12][C:13]3[C:18]([NH2:19])=[CH:17][CH:16]=[CH:15][N:14]=3)[CH2:7]2)=[O:5])[CH2:3][CH2:2]1.[NH:20]1[C:28]2[C:23](=[CH:24][CH:25]=[C:26]([C:29]3[CH:36]=[CH:35][C:32]([CH:33]=O)=[CH:31][CH:30]=3)[CH:27]=2)[CH:22]=[CH:21]1. (2) Given the product [NH2:34][C:27]1[CH:28]=[CH:29][C:30]([NH:31][CH2:32][CH3:33])=[C:25]([N:24]=[C:9]2[N:8]([CH2:1][C:2]3[CH:3]=[CH:4][CH:5]=[CH:6][CH:7]=3)[C:12](=[O:13])[C:11](=[C:14]3[N:18]([CH3:19])[C:17]4[CH:20]=[CH:21][CH:22]=[CH:23][C:16]=4[S:15]3)[S:10]2)[CH:26]=1, predict the reactants needed to synthesize it. The reactants are: [CH2:1]([N:8]1[C:12](=[O:13])[C:11](=[C:14]2[N:18]([CH3:19])[C:17]3[CH:20]=[CH:21][CH:22]=[CH:23][C:16]=3[S:15]2)[S:10][C:9]1=[N:24][C:25]1[CH:26]=[C:27]([NH:34]C(=O)C(F)(F)F)[CH:28]=[CH:29][C:30]=1[NH:31][CH2:32][CH3:33])[C:2]1[CH:7]=[CH:6][CH:5]=[CH:4][CH:3]=1.O.C([O-])([O-])=O.[K+].[K+]. (3) Given the product [CH2:1]([O:3][C:4]1[CH:9]=[CH:8][CH:7]=[CH:6][C:5]=1[C:10]1([CH3:26])[N:14]([CH3:27])[C:13](=[O:15])[N:12]([CH2:16][C:17](=[O:24])[C:18]2[CH:19]=[CH:20][CH:21]=[CH:22][CH:23]=2)[C:11]1=[O:25])[CH3:2], predict the reactants needed to synthesize it. The reactants are: [CH2:1]([O:3][C:4]1[CH:9]=[CH:8][CH:7]=[CH:6][C:5]=1[C:10]1([CH3:26])[NH:14][C:13](=[O:15])[N:12]([CH2:16][C:17](=[O:24])[C:18]2[CH:23]=[CH:22][CH:21]=[CH:20][CH:19]=2)[C:11]1=[O:25])[CH3:2].[CH3:27]I. (4) Given the product [CH2:25]([O:24][C:22]([C:21]1[N:9]=[C:7]([C:6]2[CH:10]=[CH:11][C:3]([O:2][CH3:1])=[CH:4][CH:5]=2)[S:8][CH:20]=1)=[O:23])[CH3:26], predict the reactants needed to synthesize it. The reactants are: [CH3:1][O:2][C:3]1[CH:11]=[CH:10][C:6]([C:7]([NH2:9])=[S:8])=[CH:5][CH:4]=1.C(N(CC)CC)C.Br[CH2:20][C:21](=O)[C:22]([O:24][CH2:25][CH3:26])=[O:23]. (5) Given the product [F:14][C:3]1[CH:4]=[N:5][C:6]2[C:11]([C:2]=1[N:18]1[CH2:19][CH2:20][N:15]([CH2:21][CH2:22][NH:23][C:24](=[O:30])[O:25][C:26]([CH3:28])([CH3:27])[CH3:29])[CH2:16][CH2:17]1)=[N:10][C:9]([O:12][CH3:13])=[CH:8][CH:7]=2, predict the reactants needed to synthesize it. The reactants are: Br[C:2]1[C:3]([F:14])=[CH:4][N:5]=[C:6]2[C:11]=1[N:10]=[C:9]([O:12][CH3:13])[CH:8]=[CH:7]2.[N:15]1([CH2:21][CH2:22][NH:23][C:24](=[O:30])[O:25][C:26]([CH3:29])([CH3:28])[CH3:27])[CH2:20][CH2:19][NH:18][CH2:17][CH2:16]1.C1C=CC(P(C2C=CC3C(=CC=CC=3)C=2C2C3C(=CC=CC=3)C=CC=2P(C2C=CC=CC=2)C2C=CC=CC=2)C2C=CC=CC=2)=CC=1.C([O-])([O-])=O.[Cs+].[Cs+]. (6) Given the product [CH3:21][O:22][C:23](=[O:33])[C:24]1[CH:29]=[CH:28][C:27]([CH2:30][NH:1][C:2]2[CH:18]=[C:17]([C:19]#[N:20])[CH:16]=[CH:15][C:3]=2[CH2:4][NH:5][C:6](=[O:14])[C:7]2[CH:12]=[CH:11][CH:10]=[C:9]([CH3:13])[CH:8]=2)=[C:26]([F:32])[CH:25]=1, predict the reactants needed to synthesize it. The reactants are: [NH2:1][C:2]1[CH:18]=[C:17]([C:19]#[N:20])[CH:16]=[CH:15][C:3]=1[CH2:4][NH:5][C:6](=[O:14])[C:7]1[CH:12]=[CH:11][CH:10]=[C:9]([CH3:13])[CH:8]=1.[CH3:21][O:22][C:23](=[O:33])[C:24]1[CH:29]=[CH:28][C:27]([CH2:30]Br)=[C:26]([F:32])[CH:25]=1. (7) Given the product [NH2:1][C:2]1[N:23]=[C:22]([C:52]2[S:51][CH:55]=[CH:54][N:53]=2)[CH:21]=[CH:20][C:3]=1[C:4]([NH:6][CH2:7][C:8]1[S:9][C:10]([O:13][C:14]2[CH:19]=[CH:18][CH:17]=[CH:16][CH:15]=2)=[CH:11][CH:12]=1)=[O:5], predict the reactants needed to synthesize it. The reactants are: [NH2:1][C:2]1[N:23]=[C:22](Cl)[CH:21]=[CH:20][C:3]=1[C:4]([NH:6][CH2:7][C:8]1[S:9][C:10]([O:13][C:14]2[CH:19]=[CH:18][CH:17]=[CH:16][CH:15]=2)=[CH:11][CH:12]=1)=[O:5].C1C=CC(CC(NCN[C@H](C(O)=O)CC2C=CC([N+]([O-])=O)=CC=2)=O)=CC=1.[S:51]1[CH:55]=[CH:54][N:53]=[CH:52]1.